From a dataset of CYP2D6 inhibition data for predicting drug metabolism from PubChem BioAssay. Regression/Classification. Given a drug SMILES string, predict its absorption, distribution, metabolism, or excretion properties. Task type varies by dataset: regression for continuous measurements (e.g., permeability, clearance, half-life) or binary classification for categorical outcomes (e.g., BBB penetration, CYP inhibition). Dataset: cyp2d6_veith. (1) The drug is Cc1[nH]c(N)nc(=S)c1CCCNc1ccccc1. The result is 0 (non-inhibitor). (2) The compound is c1nc(N2CCOCC2)c2cc(-c3ccoc3)ccc2n1. The result is 0 (non-inhibitor). (3) The molecule is COc1ccc(NC(=O)N2CC[C@@]3(CCCN(C(=O)c4ccncc4)C3)C2)cc1. The result is 0 (non-inhibitor). (4) The molecule is NCCCNCCCCN(CCCN)/[N+]([O-])=N/O. The result is 0 (non-inhibitor). (5) The result is 0 (non-inhibitor). The compound is O=C(Cc1ccccc1)NC1CCN(S(=O)(=O)c2ccc(C(=O)O)cc2)CC1. (6) The drug is CC(C)=CC(=O)Nc1nnc(C(C)C)s1. The result is 0 (non-inhibitor).